From a dataset of Full USPTO retrosynthesis dataset with 1.9M reactions from patents (1976-2016). Predict the reactants needed to synthesize the given product. (1) Given the product [O:7]=[C:6]1[CH:5]([C:4]([O:3][CH3:1])=[O:25])[C:21](=[O:23])[CH2:20][C:9]2([CH2:10][N:11]([C:13]([O:15][C:16]([CH3:19])([CH3:18])[CH3:17])=[O:14])[CH2:12]2)[NH:8]1, predict the reactants needed to synthesize it. The reactants are: [CH2:1]([O:3][C:4](=[O:25])[CH2:5][C:6]([NH:8][C:9]1([CH2:20][C:21]([O:23]C)=O)[CH2:12][N:11]([C:13]([O:15][C:16]([CH3:19])([CH3:18])[CH3:17])=[O:14])[CH2:10]1)=[O:7])C.COC(=O)CC1(NC(=O)CC(OCC)=O)CCCCC1. (2) Given the product [Br:1][C:2]1[CH:8]=[CH:7][C:5]([I:12])=[C:4]([O:9][CH2:10][CH3:11])[CH:3]=1, predict the reactants needed to synthesize it. The reactants are: [Br:1][C:2]1[CH:8]=[CH:7][C:5](N)=[C:4]([O:9][CH2:10][CH3:11])[CH:3]=1.[I:12]I. (3) Given the product [CH:38]([N:1]1[C:5]2[CH:6]=[CH:7][CH:8]=[CH:9][C:4]=2[N:3]=[C:2]1[C:10]([C:12]1[CH:13]=[CH:14][C:15]([O:18][C:19]2[C:24]([N:25]3[CH2:30][CH2:29][O:28][CH2:27][CH2:26]3)=[N:23][CH:22]=[CH:21][N:20]=2)=[CH:16][CH:17]=1)=[O:11])([CH3:40])[CH3:39], predict the reactants needed to synthesize it. The reactants are: [NH:1]1[C:5]2[CH:6]=[CH:7][CH:8]=[CH:9][C:4]=2[N:3]=[C:2]1[C:10]([C:12]1[CH:17]=[CH:16][C:15]([O:18][C:19]2[C:24]([N:25]3[CH2:30][CH2:29][O:28][CH2:27][CH2:26]3)=[N:23][CH:22]=[CH:21][N:20]=2)=[CH:14][CH:13]=1)=[O:11].C(=O)([O-])[O-].[K+].[K+].I[CH:38]([CH3:40])[CH3:39]. (4) Given the product [OH:7][C@@H:8]1[CH2:13][N:12]([C:14]([O:16][C:17]([CH3:20])([CH3:19])[CH3:18])=[O:15])[C@H:11]([CH2:21][O:22][CH3:23])[CH:10]=[C:9]1[C:24](=[O:26])[NH:6][CH3:5], predict the reactants needed to synthesize it. The reactants are: C[Al](C)C.[CH3:5][NH2:6].[OH:7][C@@H:8]1[CH2:13][N:12]([C:14]([O:16][C:17]([CH3:20])([CH3:19])[CH3:18])=[O:15])[C@H:11]([CH2:21][O:22][CH3:23])[CH:10]=[C:9]1[C:24]([O:26]C)=O. (5) Given the product [F:1][C:2]1[CH:10]=[C:9]2[C:5]([C:6]([C:11]3[CH:12]=[CH:13][C:14]([N:17]4[CH2:18][CH2:19][NH:20][C:23]4=[O:24])=[N:15][CH:16]=3)=[CH:7][NH:8]2)=[CH:4][CH:3]=1, predict the reactants needed to synthesize it. The reactants are: [F:1][C:2]1[CH:10]=[C:9]2[C:5]([C:6]([C:11]3[CH:12]=[CH:13][C:14]([NH:17][CH2:18][CH2:19][NH2:20])=[N:15][CH:16]=3)=[CH:7][NH:8]2)=[CH:4][CH:3]=1.C1C[O:24][CH2:23]C1. (6) Given the product [Br:17][C:18]1[CH:19]=[C:20]([C:11]2[CH:10]=[C:9]([C:4]3[CH:5]=[CH:6][C:7]([Cl:8])=[C:2]([Cl:1])[CH:3]=3)[CH:14]=[C:13]([CH3:15])[N:12]=2)[CH:21]=[CH:22][CH:23]=1, predict the reactants needed to synthesize it. The reactants are: [Cl:1][C:2]1[CH:3]=[C:4]([C:9]2[CH:14]=[C:13]([CH3:15])[N:12]=[C:11](I)[CH:10]=2)[CH:5]=[CH:6][C:7]=1[Cl:8].[Br:17][C:18]1[CH:19]=[C:20](B(O)O)[CH:21]=[CH:22][CH:23]=1. (7) Given the product [Cl:1][C:2]1[CH:3]=[C:4]([NH:8][C:9]2[C:14]3[CH:15]=[CH:16][N:17]([CH2:18][CH3:19])[C:13]=3[C:12]([C:20]([N:46]3[CH2:51][CH2:50][O:49][CH2:48][CH2:47]3)=[O:21])=[CH:11][N:10]=2)[CH:5]=[CH:6][CH:7]=1, predict the reactants needed to synthesize it. The reactants are: [Cl:1][C:2]1[CH:3]=[C:4]([NH:8][C:9]2[C:14]3[CH:15]=[CH:16][N:17]([CH2:18][CH3:19])[C:13]=3[C:12]([C:20](O)=[O:21])=[CH:11][N:10]=2)[CH:5]=[CH:6][CH:7]=1.Cl.C(N=C=NCCCN(C)C)C.O.ON1C2C=CC=CC=2N=N1.[NH:46]1[CH2:51][CH2:50][O:49][CH2:48][CH2:47]1.C(N1CCOCC1)C. (8) Given the product [CH2:13]([CH:12]([C:6]1[CH:5]=[C:4]([CH:9]=[C:8]([O:10][CH3:11])[N:7]=1)[C:3]([OH:17])=[O:2])[CH2:15][CH3:16])[CH3:14], predict the reactants needed to synthesize it. The reactants are: C[O:2][C:3](=[O:17])[C:4]1[CH:9]=[C:8]([O:10][CH3:11])[N:7]=[C:6]([CH:12]([CH2:15][CH3:16])[CH2:13][CH3:14])[CH:5]=1. (9) Given the product [CH2:14]([O:13][C:11]([C:3]1[C:4]2[CH:10]=[CH:9][CH:8]=[CH:7][C:5]=2[S:6][C:2]=1[NH:1][C:16]([O:18][C:19]([CH3:22])([CH3:21])[CH3:20])=[O:17])=[O:12])[CH3:15], predict the reactants needed to synthesize it. The reactants are: [NH2:1][C:2]1[S:6][C:5]2[CH:7]=[CH:8][CH:9]=[CH:10][C:4]=2[C:3]=1[C:11]([O:13][CH2:14][CH3:15])=[O:12].[C:16](O[C:16]([O:18][C:19]([CH3:22])([CH3:21])[CH3:20])=[O:17])([O:18][C:19]([CH3:22])([CH3:21])[CH3:20])=[O:17].[NH4+].[Cl-].CCOC(C)=O.